Task: Predict which catalyst facilitates the given reaction.. Dataset: Catalyst prediction with 721,799 reactions and 888 catalyst types from USPTO (1) Reactant: [CH3:1][O:2][C:3]1[CH:8]=[CH:7][CH:6]=[C:5]([CH3:9])[CH:4]=1.[OH:10][S:11](O)(=[O:13])=[O:12]. Product: [CH3:1][O:2][C:3]1[CH:8]=[CH:7][C:6]([S:11]([OH:13])(=[O:12])=[O:10])=[C:5]([CH3:9])[CH:4]=1. The catalyst class is: 170. (2) Reactant: [CH2:1]([S:6][C:7]1[S:8][C:9]2[CH:15]=[C:14]([S:16]([N:19]([CH2:25][C:26]3[CH:31]=CC=C[CH:27]=3)[C@H](C)C(O)=O)(=[O:18])=[O:17])[CH:13]=[CH:12][C:10]=2[N:11]=1)CCCC.C(Cl)(=O)[C:33]([Cl:35])=[O:34].CN(C=O)C. Product: [CH3:31][CH:26]([CH3:27])[C@@H:25]([NH:19][S:16]([C:14]1[CH:13]=[CH:12][C:10]2[N:11]=[C:7]([S:6][CH3:1])[S:8][C:9]=2[CH:15]=1)(=[O:17])=[O:18])[C:33]([Cl:35])=[O:34]. The catalyst class is: 4. (3) Reactant: [C:1](/[CH:3]=[CH:4]/[C:5]1[CH:6]=[C:7]2[C:12](=[CH:13][CH:14]=1)[C@H:11]([NH:15][C:16](=[O:35])[CH2:17][C@@H:18]1[C:23](=[O:24])[NH:22][CH2:21][CH2:20][N:19]1[S:25]([C:28]1[CH:34]=[CH:33][C:31]([CH3:32])=[CH:30][CH:29]=1)(=[O:27])=[O:26])[CH2:10][CH2:9][CH2:8]2)#[N:2].C(Cl)(Cl)Cl. Product: [NH2:2][CH2:1][CH2:3][CH2:4][C:5]1[CH:6]=[C:7]2[C:12](=[CH:13][CH:14]=1)[C@H:11]([NH:15][C:16](=[O:35])[CH2:17][C@@H:18]1[C:23](=[O:24])[NH:22][CH2:21][CH2:20][N:19]1[S:25]([C:28]1[CH:29]=[CH:30][C:31]([CH3:32])=[CH:33][CH:34]=1)(=[O:27])=[O:26])[CH2:10][CH2:9][CH2:8]2. The catalyst class is: 867. (4) Reactant: [CH:1]([C:3]1[CH:4]=[CH:5][C:6]([CH3:14])=[C:7]([CH:13]=1)[O:8][CH2:9][C:10]([OH:12])=[O:11])=[O:2].C1(N=C=NC2CCCCC2)CCCCC1.[Br:30][CH2:31][CH2:32][CH2:33]O. Product: [Br-:30].[CH:1]([C:3]1[CH:4]=[CH:5][C:6]([CH3:14])=[C:7]([CH:13]=1)[O:8][CH2:9][C:10]([O:12][CH2:33][CH2:32][CH2:31][Br:30])=[O:11])=[O:2]. The catalyst class is: 369.